From a dataset of Catalyst prediction with 721,799 reactions and 888 catalyst types from USPTO. Predict which catalyst facilitates the given reaction. (1) Reactant: [Cl:1][C:2]1[C:10]2[N:9]=[C:8]3[N:11]([C:15]4[CH:20]=[CH:19][C:18]([Cl:21])=[CH:17][C:16]=4[Cl:22])[CH2:12][CH2:13][CH2:14][N:7]3[C:6]=2[C:5]([CH:23]([OH:28])[C:24]([F:27])([F:26])[F:25])=[CH:4][CH:3]=1.C(N(CC)CC)C.[C:36](Cl)(=[O:38])[CH3:37]. Product: [C:36]([O:28][CH:23]([C:5]1[C:6]2[N:7]3[CH2:14][CH2:13][CH2:12][N:11]([C:15]4[CH:20]=[CH:19][C:18]([Cl:21])=[CH:17][C:16]=4[Cl:22])[C:8]3=[N:9][C:10]=2[C:2]([Cl:1])=[CH:3][CH:4]=1)[C:24]([F:25])([F:26])[F:27])(=[O:38])[CH3:37]. The catalyst class is: 7. (2) Reactant: C([O:8][C:9](=[O:50])[C@@H:10]([NH:35][C:36](=[O:49])[C@@H:37]([NH:45][C:46](=[O:48])[CH3:47])[CH2:38][C:39]1[CH:44]=[CH:43][CH:42]=[CH:41][CH:40]=1)[CH2:11][C:12]1[CH:17]=[CH:16][C:15]([N:18]2[CH2:22][C:21](=[O:23])[N:20]([CH2:24][C:25]3[CH:30]=[CH:29][C:28]([O:31][CH3:32])=[CH:27][CH:26]=3)[S:19]2(=[O:34])=[O:33])=[CH:14][CH:13]=1)C1C=CC=CC=1. Product: [C:46]([NH:45][C@@H:37]([CH2:38][C:39]1[CH:44]=[CH:43][CH:42]=[CH:41][CH:40]=1)[C:36]([NH:35][C@@H:10]([CH2:11][C:12]1[CH:13]=[CH:14][C:15]([N:18]2[CH2:22][C:21](=[O:23])[N:20]([CH2:24][C:25]3[CH:26]=[CH:27][C:28]([O:31][CH3:32])=[CH:29][CH:30]=3)[S:19]2(=[O:34])=[O:33])=[CH:16][CH:17]=1)[C:9]([OH:50])=[O:8])=[O:49])(=[O:48])[CH3:47]. The catalyst class is: 591. (3) Reactant: [Cl:1][C:2]1[CH:3]=[C:4]([C:8]2[CH:16]=[CH:15][CH:14]=[C:13]3[C:9]=2[CH2:10][C:11](=[O:17])[NH:12]3)[CH:5]=[CH:6][CH:7]=1.[CH2:18]([N:20]([CH2:35][CH3:36])[CH2:21][CH2:22][NH:23][C:24]([C:26]1[C:30]([CH3:31])=[C:29]([CH:32]=O)[NH:28][C:27]=1[CH3:34])=[O:25])[CH3:19]. Product: [CH2:35]([N:20]([CH2:18][CH3:19])[CH2:21][CH2:22][NH:23][C:24]([C:26]1[C:30]([CH3:31])=[C:29]([CH:32]=[C:10]2[C:9]3[C:13](=[CH:14][CH:15]=[CH:16][C:8]=3[C:4]3[CH:5]=[CH:6][CH:7]=[C:2]([Cl:1])[CH:3]=3)[NH:12][C:11]2=[O:17])[NH:28][C:27]=1[CH3:34])=[O:25])[CH3:36]. The catalyst class is: 360. (4) Reactant: [C:1]([O:5][C:6]([NH:8][C@@H:9]([CH2:13][C:14]1[CH:19]=[CH:18][C:17]([O:20][CH3:21])=[CH:16][CH:15]=1)[C:10](O)=[O:11])=[O:7])([CH3:4])([CH3:3])[CH3:2].C(O)(=O)C.CO. Product: [C:1]([O:5][C:6](=[O:7])[NH:8][C@@H:9]([CH2:13][C:14]1[CH:15]=[CH:16][C:17]([O:20][CH3:21])=[CH:18][CH:19]=1)[CH2:10][OH:11])([CH3:3])([CH3:4])[CH3:2]. The catalyst class is: 1. (5) Reactant: [OH:1][CH:2]([C:19]1[CH:24]=[CH:23][CH:22]=[CH:21][CH:20]=1)[CH2:3][O:4][C:5]1[CH:18]=[CH:17][C:8]([CH2:9][CH:10]2[S:14][C:13](=[O:15])[NH:12][C:11]2=[O:16])=[CH:7][CH:6]=1.CS(C)=O.O=P12OP3(OP(OP(O3)(O1)=O)(=O)O2)=O.C(N(CC)CC)C. Product: [O:1]=[C:2]([C:19]1[CH:24]=[CH:23][CH:22]=[CH:21][CH:20]=1)[CH2:3][O:4][C:5]1[CH:18]=[CH:17][C:8]([CH2:9][CH:10]2[S:14][C:13](=[O:15])[NH:12][C:11]2=[O:16])=[CH:7][CH:6]=1. The catalyst class is: 2. (6) Reactant: [C:1]1([S:7]([N:10]2[C:18]3[C:13](=[C:14]([CH3:22])[CH:15]=[C:16]([Cl:21])[C:17]=3[O:19][CH3:20])[CH:12]=[N:11]2)(=[O:9])=[O:8])[CH:6]=[CH:5][CH:4]=[CH:3][CH:2]=1.[Br:23]N1C(=O)CCC1=O.C(OOC(=O)C1C=CC=CC=1)(=O)C1C=CC=CC=1. Product: [C:1]1([S:7]([N:10]2[C:18]3[C:13](=[C:14]([CH2:22][Br:23])[CH:15]=[C:16]([Cl:21])[C:17]=3[O:19][CH3:20])[CH:12]=[N:11]2)(=[O:9])=[O:8])[CH:2]=[CH:3][CH:4]=[CH:5][CH:6]=1. The catalyst class is: 53. (7) Reactant: [CH2:1]([O:3][CH:4]([O:8][CH2:9][CH3:10])[CH2:5][CH2:6][NH2:7])[CH3:2].Cl[CH2:12][CH2:13][CH2:14][N:15]=[C:16]=[O:17].[H-].[Na+]. Product: [CH2:1]([O:3][CH:4]([O:8][CH2:9][CH3:10])[CH2:5][CH2:6][N:7]1[CH2:12][CH2:13][CH2:14][NH:15][C:16]1=[O:17])[CH3:2]. The catalyst class is: 27. (8) Reactant: [CH:1]1([CH2:6][CH:7]([C:11]2[CH:16]=[CH:15][C:14]([S:17]([CH3:20])(=[O:19])=[O:18])=[C:13]([C:21]([F:24])([F:23])[F:22])[CH:12]=2)[C:8](O)=[O:9])[CH2:5][CH2:4][CH2:3][CH2:2]1.BrN1C(=O)CCC1=O.[NH2:33][C:34]1[CH:39]=[CH:38][CH:37]=[CH:36][N:35]=1. Product: [CH:1]1([CH2:6][CH:7]([C:11]2[CH:16]=[CH:15][C:14]([S:17]([CH3:20])(=[O:18])=[O:19])=[C:13]([C:21]([F:22])([F:23])[F:24])[CH:12]=2)[C:8]([NH:33][C:34]2[CH:39]=[CH:38][CH:37]=[CH:36][N:35]=2)=[O:9])[CH2:2][CH2:3][CH2:4][CH2:5]1. The catalyst class is: 202.